This data is from Full USPTO retrosynthesis dataset with 1.9M reactions from patents (1976-2016). The task is: Predict the reactants needed to synthesize the given product. Given the product [F:16][C:17]([F:40])([F:41])[C:18]1[CH:35]=[C:34]([C:36]([F:39])([F:38])[F:37])[CH:33]=[CH:32][C:19]=1[CH2:20][O:21][C:22]1[CH:23]=[C:24](/[CH:25]=[C:6]2/[C:2]([NH:13][CH2:12][CH2:11][N:10]([CH2:14][CH3:15])[CH2:8][CH3:9])=[N:3][C:4](=[O:7])[S:5]/2)[CH:27]=[CH:28][C:29]=1[O:30][CH3:31], predict the reactants needed to synthesize it. The reactants are: S=[C:2]1[CH2:6][S:5][C:4](=[O:7])[NH:3]1.[CH2:8]([N:10]([CH2:14][CH3:15])[CH2:11][CH2:12][NH2:13])[CH3:9].[F:16][C:17]([F:41])([F:40])[C:18]1[CH:35]=[C:34]([C:36]([F:39])([F:38])[F:37])[CH:33]=[CH:32][C:19]=1[CH2:20][O:21][C:22]1[CH:23]=[C:24]([CH:27]=[CH:28][C:29]=1[O:30][CH3:31])[CH:25]=O.CC(C)([O-])C.[K+].[Cl-].[NH4+].